Dataset: NCI-60 drug combinations with 297,098 pairs across 59 cell lines. Task: Regression. Given two drug SMILES strings and cell line genomic features, predict the synergy score measuring deviation from expected non-interaction effect. (1) Drug 1: C1=CN(C(=O)N=C1N)C2C(C(C(O2)CO)O)(F)F. Drug 2: CC(C)(C#N)C1=CC=C(C=C1)N2C3=C4C=C(C=CC4=NC=C3N(C2=O)C)C5=CC6=CC=CC=C6N=C5. Cell line: SW-620. Synergy scores: CSS=74.8, Synergy_ZIP=-0.273, Synergy_Bliss=-0.726, Synergy_Loewe=2.65, Synergy_HSA=7.35. (2) Drug 1: CC1OCC2C(O1)C(C(C(O2)OC3C4COC(=O)C4C(C5=CC6=C(C=C35)OCO6)C7=CC(=C(C(=C7)OC)O)OC)O)O. Drug 2: CCCS(=O)(=O)NC1=C(C(=C(C=C1)F)C(=O)C2=CNC3=C2C=C(C=N3)C4=CC=C(C=C4)Cl)F. Cell line: HOP-62. Synergy scores: CSS=32.3, Synergy_ZIP=-10.9, Synergy_Bliss=-8.79, Synergy_Loewe=-18.6, Synergy_HSA=-9.50. (3) Drug 1: CC1=C(N=C(N=C1N)C(CC(=O)N)NCC(C(=O)N)N)C(=O)NC(C(C2=CN=CN2)OC3C(C(C(C(O3)CO)O)O)OC4C(C(C(C(O4)CO)O)OC(=O)N)O)C(=O)NC(C)C(C(C)C(=O)NC(C(C)O)C(=O)NCCC5=NC(=CS5)C6=NC(=CS6)C(=O)NCCC[S+](C)C)O. Drug 2: C1=NNC2=C1C(=O)NC=N2. Cell line: TK-10. Synergy scores: CSS=20.5, Synergy_ZIP=-6.95, Synergy_Bliss=-2.25, Synergy_Loewe=-28.4, Synergy_HSA=-1.24. (4) Drug 1: C1C(C(OC1N2C=NC3=C(N=C(N=C32)Cl)N)CO)O. Drug 2: CN(C(=O)NC(C=O)C(C(C(CO)O)O)O)N=O. Cell line: SK-MEL-28. Synergy scores: CSS=24.9, Synergy_ZIP=-8.11, Synergy_Bliss=-1.87, Synergy_Loewe=-52.8, Synergy_HSA=-1.97. (5) Drug 1: CC(C)CN1C=NC2=C1C3=CC=CC=C3N=C2N. Drug 2: CC1CCCC2(C(O2)CC(NC(=O)CC(C(C(=O)C(C1O)C)(C)C)O)C(=CC3=CSC(=N3)C)C)C. Cell line: HCT116. Synergy scores: CSS=57.7, Synergy_ZIP=4.56, Synergy_Bliss=4.18, Synergy_Loewe=-9.55, Synergy_HSA=5.46. (6) Drug 1: CCN(CC)CCNC(=O)C1=C(NC(=C1C)C=C2C3=C(C=CC(=C3)F)NC2=O)C. Drug 2: C(=O)(N)NO. Cell line: SNB-75. Synergy scores: CSS=0.871, Synergy_ZIP=-1.50, Synergy_Bliss=-2.85, Synergy_Loewe=-2.20, Synergy_HSA=-2.22.